From a dataset of Forward reaction prediction with 1.9M reactions from USPTO patents (1976-2016). Predict the product of the given reaction. Given the reactants Br[C:2]1[CH:7]=[CH:6][CH:5]=[C:4]([Br:8])[CH:3]=1.[NH:9]1[CH2:13][CH2:12][C@@H:11]([CH2:14][NH:15][C:16](=[O:22])[O:17][C:18]([CH3:21])([CH3:20])[CH3:19])[CH2:10]1.C1C=CC(P(C2C(C3C(P(C4C=CC=CC=4)C4C=CC=CC=4)=CC=C4C=3C=CC=C4)=C3C(C=CC=C3)=CC=2)C2C=CC=CC=2)=CC=1.CC(C)([O-])C.[Na+], predict the reaction product. The product is: [Br:8][C:4]1[CH:3]=[C:2]([N:9]2[CH2:13][CH2:12][C@H:11]([CH2:14][NH:15][C:16](=[O:22])[O:17][C:18]([CH3:20])([CH3:19])[CH3:21])[CH2:10]2)[CH:7]=[CH:6][CH:5]=1.